From a dataset of Full USPTO retrosynthesis dataset with 1.9M reactions from patents (1976-2016). Predict the reactants needed to synthesize the given product. (1) Given the product [F:1][C:2]1[C:7]([F:8])=[CH:6][CH:5]=[CH:4][C:3]=1[C:9]1[CH:10]=[CH:26][C:22]([C:23]([OH:25])=[O:24])=[CH:21][N:20]=1, predict the reactants needed to synthesize it. The reactants are: [F:1][C:2]1[C:7]([F:8])=[CH:6][CH:5]=[CH:4][C:3]=1[C:9](=O)[CH3:10].FC1C=CC(C2C=[CH:26][C:22]([C:23]([OH:25])=[O:24])=[CH:21][N:20]=2)=CC=1. (2) Given the product [OH:25][CH2:24][C:23]([NH:22][C:2]1[CH:3]=[C:4]2[C:9](=[CH:10][C:11]=1[N+:12]([O-:14])=[O:13])[NH:8][C:7](=[O:15])[N:6]([NH:16][S:17]([CH3:20])(=[O:19])=[O:18])[C:5]2=[O:21])([CH3:27])[CH3:26], predict the reactants needed to synthesize it. The reactants are: F[C:2]1[CH:3]=[C:4]2[C:9](=[CH:10][C:11]=1[N+:12]([O-:14])=[O:13])[NH:8][C:7](=[O:15])[N:6]([NH:16][S:17]([CH3:20])(=[O:19])=[O:18])[C:5]2=[O:21].[NH2:22][C:23]([CH3:27])([CH3:26])[CH2:24][OH:25]. (3) Given the product [OH:1][C:2]1[CH:3]=[CH:4][C:5]([O:6][CH2:7][CH2:8][N:9]([CH2:23][CH2:24][O:25][C:26]2[CH:27]=[CH:28][C:29]([OH:32])=[CH:30][CH:31]=2)[C:10]2[CH:11]=[CH:12][C:13]([CH2:16][CH2:17][CH2:18][C:19]([OH:21])=[O:20])=[CH:14][CH:15]=2)=[CH:33][CH:34]=1, predict the reactants needed to synthesize it. The reactants are: [OH:1][C:2]1[CH:34]=[CH:33][C:5]([O:6][CH2:7][CH2:8][N:9]([CH2:23][CH2:24][O:25][C:26]2[CH:31]=[CH:30][C:29]([OH:32])=[CH:28][CH:27]=2)[C:10]2[CH:15]=[CH:14][C:13]([CH2:16][CH2:17][CH2:18][C:19]([O:21]C)=[O:20])=[CH:12][CH:11]=2)=[CH:4][CH:3]=1.